This data is from NCI-60 drug combinations with 297,098 pairs across 59 cell lines. The task is: Regression. Given two drug SMILES strings and cell line genomic features, predict the synergy score measuring deviation from expected non-interaction effect. (1) Drug 1: CC12CCC(CC1=CCC3C2CCC4(C3CC=C4C5=CN=CC=C5)C)O. Drug 2: CC=C1C(=O)NC(C(=O)OC2CC(=O)NC(C(=O)NC(CSSCCC=C2)C(=O)N1)C(C)C)C(C)C. Cell line: SF-268. Synergy scores: CSS=64.2, Synergy_ZIP=-1.21, Synergy_Bliss=-2.13, Synergy_Loewe=-45.9, Synergy_HSA=-2.81. (2) Synergy scores: CSS=29.8, Synergy_ZIP=-3.91, Synergy_Bliss=1.35, Synergy_Loewe=3.45, Synergy_HSA=3.49. Cell line: T-47D. Drug 1: C1C(C(OC1N2C=NC3=C2NC=NCC3O)CO)O. Drug 2: N.N.Cl[Pt+2]Cl. (3) Drug 1: CC12CCC(CC1=CCC3C2CCC4(C3CC=C4C5=CN=CC=C5)C)O. Drug 2: B(C(CC(C)C)NC(=O)C(CC1=CC=CC=C1)NC(=O)C2=NC=CN=C2)(O)O. Cell line: NCIH23. Synergy scores: CSS=10.4, Synergy_ZIP=-4.45, Synergy_Bliss=-4.78, Synergy_Loewe=-3.88, Synergy_HSA=-3.84. (4) Drug 1: C1=C(C(=O)NC(=O)N1)F. Drug 2: CC12CCC3C(C1CCC2OP(=O)(O)O)CCC4=C3C=CC(=C4)OC(=O)N(CCCl)CCCl.[Na+]. Cell line: SR. Synergy scores: CSS=37.7, Synergy_ZIP=-8.08, Synergy_Bliss=-16.4, Synergy_Loewe=-26.0, Synergy_HSA=-14.2.